Task: Regression/Classification. Given a drug SMILES string, predict its toxicity properties. Task type varies by dataset: regression for continuous values (e.g., LD50, hERG inhibition percentage) or binary classification for toxic/non-toxic outcomes (e.g., AMES mutagenicity, cardiotoxicity, hepatotoxicity). Dataset: herg_karim.. Dataset: hERG potassium channel inhibition data for cardiac toxicity prediction from Karim et al. The molecule is CN(C)C(=O)[C@@H](c1ccc(N(C)C(=O)c2ccc(F)cc2)cc1)[C@H](N)C(=O)N1CC[C@H](F)C1.O=C(O)C(F)(F)F. The result is 0 (non-blocker).